Dataset: Forward reaction prediction with 1.9M reactions from USPTO patents (1976-2016). Task: Predict the product of the given reaction. (1) The product is: [CH2:1]([O:8][CH2:9][C:10](=[N:19][S:17]([C:14]([CH3:16])([CH3:15])[CH3:13])=[O:18])[CH3:11])[C:2]1[CH:7]=[CH:6][CH:5]=[CH:4][CH:3]=1. Given the reactants [CH2:1]([O:8][CH2:9][C:10](=O)[CH3:11])[C:2]1[CH:7]=[CH:6][CH:5]=[CH:4][CH:3]=1.[CH3:13][C:14]([S:17]([NH2:19])=[O:18])([CH3:16])[CH3:15], predict the reaction product. (2) Given the reactants [C:1]([C:3]1[CH:8]=[CH:7][C:6]([C:9]2[N:13]3[N:14]=[C:15]([C:18]4[CH:26]=[CH:25][C:21]([C:22]([OH:24])=O)=[CH:20][CH:19]=4)[CH:16]=[CH:17][C:12]3=[N:11][CH:10]=2)=[CH:5][CH:4]=1)#[N:2].CN(C(ON1N=NC2C=CC=NC1=2)=[N+](C)C)C.F[P-](F)(F)(F)(F)F.CN1CCOCC1.Cl.[CH3:59][N:60]1[CH2:65][CH2:64][NH:63][CH2:62][C:61]1=[O:66], predict the reaction product. The product is: [CH3:59][N:60]1[CH2:65][CH2:64][N:63]([C:22]([C:21]2[CH:20]=[CH:19][C:18]([C:15]3[CH:16]=[CH:17][C:12]4[N:13]([C:9]([C:6]5[CH:7]=[CH:8][C:3]([C:1]#[N:2])=[CH:4][CH:5]=5)=[CH:10][N:11]=4)[N:14]=3)=[CH:26][CH:25]=2)=[O:24])[CH2:62][C:61]1=[O:66]. (3) The product is: [CH:20]([N:23]1[C:27]([C:2]2[N:3]=[C:4]3[C:10]4[CH:11]=[CH:12][C:13]([C:15]([O:17][CH3:18])=[O:16])=[CH:14][C:9]=4[O:8][CH2:7][CH2:6][N:5]3[CH:19]=2)=[N:26][CH:25]=[N:24]1)([CH3:22])[CH3:21]. Given the reactants I[C:2]1[N:3]=[C:4]2[C:10]3[CH:11]=[CH:12][C:13]([C:15]([O:17][CH3:18])=[O:16])=[CH:14][C:9]=3[O:8][CH2:7][CH2:6][N:5]2[CH:19]=1.[CH:20]([N:23]1[CH:27]=[N:26][CH:25]=[N:24]1)([CH3:22])[CH3:21].C(=O)([O-])[O-].[Cs+].[Cs+].[OH-].[NH4+].O, predict the reaction product. (4) Given the reactants [CH2:1]=[CH:2][C:3](=[CH2:5])[CH3:4].[C:6]([O:14][CH3:15])(=[O:13])/[CH:7]=[CH:8]\[C:9]([O:11][CH3:12])=[O:10], predict the reaction product. The product is: [CH3:12][O:11][C:9]([CH:8]1[CH2:1][CH:2]=[C:3]([CH3:5])[CH2:4][CH:7]1[C:6]([O:14][CH3:15])=[O:13])=[O:10]. (5) Given the reactants [C:1]1([CH:7]([CH3:11])[C:8](O)=[O:9])[CH:6]=[CH:5][CH:4]=[CH:3][CH:2]=1.[NH2:12][C@H:13]([C:15]([N:17]1[C:23](=[O:24])[CH:22]([CH3:25])[C:21]2[CH:26]=[CH:27][CH:28]=[CH:29][C:20]=2[C:19]2[C:30]([NH2:34])=[CH:31][CH:32]=[CH:33][C:18]1=2)=[O:16])[CH3:14], predict the reaction product. The product is: [C:1]1([CH:7]([CH3:11])[C:8]([NH:12][C@H:13]([C:15]([N:17]2[C:23](=[O:24])[CH:22]([CH3:25])[C:21]3[CH:26]=[CH:27][CH:28]=[CH:29][C:20]=3[C:19]3[C:30]([NH2:34])=[CH:31][CH:32]=[CH:33][C:18]2=3)=[O:16])[CH3:14])=[O:9])[CH:6]=[CH:5][CH:4]=[CH:3][CH:2]=1. (6) Given the reactants [NH2:1][C@@H:2]([CH2:6][OH:7])[C:3]([OH:5])=[O:4].C(=O)([O-])[O-].[Na+].[Na+].[F:14][C:15]1[CH:23]=[CH:22][C:18]([C:19](Cl)=[O:20])=[CH:17][CH:16]=1, predict the reaction product. The product is: [F:14][C:15]1[CH:23]=[CH:22][C:18]([C:19]([NH:1][C@@H:2]([CH2:6][OH:7])[C:3]([OH:5])=[O:4])=[O:20])=[CH:17][CH:16]=1. (7) Given the reactants Br[C:2]1[CH:3]=[CH:4][C:5]([O:8][CH2:9][CH3:10])=[N:6][CH:7]=1.[NH2:11][C:12]1[CH:26]=[CH:25][C:15]([C:16]([C:18]2[CH:23]=[CH:22][CH:21]=[CH:20][C:19]=2[CH3:24])=[O:17])=[C:14]([Cl:27])[CH:13]=1.C(O[Na])(C)(C)C, predict the reaction product. The product is: [Cl:27][C:14]1[CH:13]=[C:12]([NH:11][C:2]2[CH:7]=[N:6][C:5]([O:8][CH2:9][CH3:10])=[CH:4][CH:3]=2)[CH:26]=[CH:25][C:15]=1[C:16]([C:18]1[CH:23]=[CH:22][CH:21]=[CH:20][C:19]=1[CH3:24])=[O:17]. (8) Given the reactants [CH3:1][N:2]1[CH:6]=[C:5]([C:7]2[CH:8]=[C:9]3[C:14](=[CH:15][CH:16]=2)[N:13]([C:17]2[C:21]4[CH2:22][NH:23][CH2:24][CH2:25][C:20]=4[N:19]([CH:26]4[CH2:31][CH2:30][O:29][CH2:28][CH2:27]4)[N:18]=2)[CH2:12][CH2:11][CH2:10]3)[CH:4]=[N:3]1.Br[C:33]1[S:34][C:35]([CH3:38])=[N:36][N:37]=1.C(O[Na])(C)(C)C.O1CCOCC1, predict the reaction product. The product is: [CH3:38][C:35]1[S:34][C:33]([N:23]2[CH2:24][CH2:25][C:20]3[N:19]([CH:26]4[CH2:31][CH2:30][O:29][CH2:28][CH2:27]4)[N:18]=[C:17]([N:13]4[C:14]5[C:9](=[CH:8][C:7]([C:5]6[CH:4]=[N:3][N:2]([CH3:1])[CH:6]=6)=[CH:16][CH:15]=5)[CH2:10][CH2:11][CH2:12]4)[C:21]=3[CH2:22]2)=[N:37][N:36]=1.